Dataset: Forward reaction prediction with 1.9M reactions from USPTO patents (1976-2016). Task: Predict the product of the given reaction. Given the reactants C([N:9]=[C:10]=[S:11])(=O)C1C=CC=CC=1.[NH2:12][CH2:13][CH2:14][CH2:15][CH2:16][CH2:17][NH:18][C:19](=[O:30])[CH2:20][O:21][CH2:22][C:23]1[CH:28]=[CH:27][C:26]([F:29])=[CH:25][CH:24]=1, predict the reaction product. The product is: [F:29][C:26]1[CH:27]=[CH:28][C:23]([CH2:22][O:21][CH2:20][C:19]([NH:18][CH2:17][CH2:16][CH2:15][CH2:14][CH2:13][NH:12][C:10]([NH2:9])=[S:11])=[O:30])=[CH:24][CH:25]=1.